From a dataset of Full USPTO retrosynthesis dataset with 1.9M reactions from patents (1976-2016). Predict the reactants needed to synthesize the given product. (1) The reactants are: [Br:1][C:2]1[CH:7]=[CH:6][C:5]([CH:8]([CH2:19][CH2:20][CH3:21])[CH2:9][C:10]([C:12]2[CH:13]=[CH:14][C:15](=[O:18])[NH:16][CH:17]=2)=[O:11])=[CH:4][CH:3]=1.IC.[C:24](=O)([O-])[O-].[K+].[K+]. Given the product [Br:1][C:2]1[CH:3]=[CH:4][C:5]([CH:8]([CH2:19][CH2:20][CH3:21])[CH2:9][C:10]([C:12]2[CH:13]=[CH:14][C:15](=[O:18])[N:16]([CH3:24])[CH:17]=2)=[O:11])=[CH:6][CH:7]=1, predict the reactants needed to synthesize it. (2) Given the product [CH3:13][C:4]1[CH:5]=[C:6]([O:8][CH2:9][CH2:10][S:11]([CH3:12])=[O:40])[CH:7]=[C:2]([CH3:1])[C:3]=1[C:14]1[CH:22]=[CH:21][C:20]([F:23])=[C:19]2[C:15]=1[CH2:16][CH2:17][C@H:18]2[O:24][C:25]1[CH:38]=[CH:37][C:28]2[C@H:29]([CH2:32][C:33]([O:35][CH3:36])=[O:34])[CH2:30][O:31][C:27]=2[CH:26]=1, predict the reactants needed to synthesize it. The reactants are: [CH3:1][C:2]1[CH:7]=[C:6]([O:8][CH2:9][CH2:10][S:11][CH3:12])[CH:5]=[C:4]([CH3:13])[C:3]=1[C:14]1[CH:22]=[CH:21][C:20]([F:23])=[C:19]2[C:15]=1[CH2:16][CH2:17][C@H:18]2[O:24][C:25]1[CH:38]=[CH:37][C:28]2[C@H:29]([CH2:32][C:33]([O:35][CH3:36])=[O:34])[CH2:30][O:31][C:27]=2[CH:26]=1.[K].[OH:40]OS([O-])=O.[K+]. (3) Given the product [CH3:1][C:2]1[C:6]([C:7]([C:8]2[O:9][C:10]3[CH:16]=[CH:15][C:14]([CH2:17][C:18]([NH:20][CH:21]([C:28]4[CH:33]=[CH:32][C:31]([CH3:34])=[CH:30][C:29]=4[CH3:35])[C:22]4[CH:27]=[CH:26][CH:25]=[CH:24][CH:23]=4)=[O:19])=[CH:13][C:11]=3[CH:12]=2)=[O:36])=[C:5]([CH3:37])[O:4][N:3]=1, predict the reactants needed to synthesize it. The reactants are: [CH3:1][C:2]1[C:6]([CH:7]([OH:36])[C:8]2[O:9][C:10]3[CH:16]=[CH:15][C:14]([CH2:17][C:18]([NH:20][CH:21]([C:28]4[CH:33]=[CH:32][C:31]([CH3:34])=[CH:30][C:29]=4[CH3:35])[C:22]4[CH:27]=[CH:26][CH:25]=[CH:24][CH:23]=4)=[O:19])=[CH:13][C:11]=3[CH:12]=2)=[C:5]([CH3:37])[O:4][N:3]=1. (4) Given the product [NH2:1][C:2]1[C:10]2[O:9][CH:8]([CH2:11][OH:12])[CH2:7][C:6]=2[C:5]([Br:21])=[C:4]([CH3:13])[CH:3]=1, predict the reactants needed to synthesize it. The reactants are: [NH2:1][C:2]1[C:10]2[O:9][CH:8]([CH2:11][OH:12])[CH2:7][C:6]=2[CH:5]=[C:4]([CH3:13])[CH:3]=1.C1C(=O)N([Br:21])C(=O)C1. (5) Given the product [NH:24]1[C:25]2[C:21](=[CH:20][CH:19]=[CH:18][C:17]=2[C:14]2[N:15]=[C:16]3[C:8]([C:6]([NH2:5])=[O:7])=[CH:9][NH:10][C:11]3=[N:12][CH:13]=2)[CH:22]=[CH:23]1, predict the reactants needed to synthesize it. The reactants are: C([NH:5][C:6]([C:8]1[C:16]2[C:11](=[N:12][CH:13]=[C:14]([C:17]3[CH:18]=[CH:19][CH:20]=[C:21]4[C:25]=3[NH:24][CH:23]=[CH:22]4)[N:15]=2)[N:10](COCC[Si](C)(C)C)[CH:9]=1)=[O:7])(C)(C)C.C(N)CN. (6) Given the product [Br:19][C:5]1[C:6]2[N:10]=[C:9]([C:11]3[C:16]([F:17])=[CH:15][CH:14]=[CH:13][C:12]=3[Cl:18])[S:8][C:7]=2[C:2]([NH:27][C:23]2[CH:22]=[C:21]([CH3:20])[N:26]=[CH:25][N:24]=2)=[N:3][CH:4]=1, predict the reactants needed to synthesize it. The reactants are: Br[C:2]1[C:7]2[S:8][C:9]([C:11]3[C:16]([F:17])=[CH:15][CH:14]=[CH:13][C:12]=3[Cl:18])=[N:10][C:6]=2[C:5]([Br:19])=[CH:4][N:3]=1.[CH3:20][C:21]1[N:26]=[CH:25][N:24]=[C:23]([NH2:27])[CH:22]=1.CC1(C)C2C(=C(P(C3C=CC=CC=3)C3C=CC=CC=3)C=CC=2)OC2C(P(C3C=CC=CC=3)C3C=CC=CC=3)=CC=CC1=2.C([O-])([O-])=O.[Cs+].[Cs+]. (7) Given the product [C:37]([N:40]1[CH2:45][CH2:44][N:43]([C:46]([N:20]2[CH2:21][CH2:22][C@H:17]([O:16][C@@H:14]([C:6]3[CH:5]=[C:4]([C:3]([F:29])([F:2])[F:30])[CH:9]=[C:8]([C:10]([F:13])([F:11])[F:12])[CH:7]=3)[CH3:15])[C@H:18]([C:23]3[CH:28]=[CH:27][CH:26]=[CH:25][CH:24]=3)[CH2:19]2)=[O:47])[CH2:42][CH2:41]1)(=[O:39])[CH3:38], predict the reactants needed to synthesize it. The reactants are: Cl.[F:2][C:3]([F:30])([F:29])[C:4]1[CH:5]=[C:6]([C@H:14]([O:16][C@H:17]2[CH2:22][CH2:21][NH:20][CH2:19][C@H:18]2[C:23]2[CH:28]=[CH:27][CH:26]=[CH:25][CH:24]=2)[CH3:15])[CH:7]=[C:8]([C:10]([F:13])([F:12])[F:11])[CH:9]=1.C([O-])([O-])=O.[K+].[K+].[C:37]([N:40]1[CH2:45][CH2:44][N:43]([C:46](OC2C=CC([N+]([O-])=O)=CC=2)=[O:47])[CH2:42][CH2:41]1)(=[O:39])[CH3:38].O. (8) Given the product [Cl:23][C:24]1[CH:25]=[C:26]([C@@H:27]([OH:29])[CH2:28][NH:6][CH2:5][CH2:4][NH:3][C:7]2[CH:8]=[C:9]([C:13]3[CH:22]=[N:21][CH:20]=[CH:19][C:14]=3[C:15]([OH:17])=[O:16])[CH:10]=[CH:11][CH:12]=2)[CH:30]=[CH:31][CH:32]=1, predict the reactants needed to synthesize it. The reactants are: CC1[N:3]([C:7]2[CH:8]=[C:9]([C:13]3[CH:22]=[N:21][CH:20]=[CH:19][C:14]=3[C:15]([O:17]C)=[O:16])[CH:10]=[CH:11][CH:12]=2)[CH2:4][CH2:5][N:6]=1.[Cl:23][C:24]1[CH:25]=[C:26]([CH:30]=[CH:31][CH:32]=1)[C@H:27]1[O:29][CH2:28]1.[OH-].[Na+].Cl. (9) Given the product [C:16]([O:15][C:13]([N:1]1[C@@H:9]2[C@@H:4]([CH2:5][CH2:6][CH2:7][CH2:8]2)[CH2:3][C@H:2]1[C:10]([OH:12])=[O:11])=[O:14])([CH3:19])([CH3:18])[CH3:17], predict the reactants needed to synthesize it. The reactants are: [NH:1]1[C@@H:9]2[C@@H:4]([CH2:5][CH2:6][CH2:7][CH2:8]2)[CH2:3][C@H:2]1[C:10]([OH:12])=[O:11].[C:13](O[C:13]([O:15][C:16]([CH3:19])([CH3:18])[CH3:17])=[O:14])([O:15][C:16]([CH3:19])([CH3:18])[CH3:17])=[O:14].